This data is from Full USPTO retrosynthesis dataset with 1.9M reactions from patents (1976-2016). The task is: Predict the reactants needed to synthesize the given product. (1) Given the product [Cl:1][C:2]1[CH:7]=[CH:6][C:5]([CH:8]2[C:9]3[N:33]([CH2:32][CH2:31][O:30][CH3:29])[N:34]=[C:23]([CH:25]4[CH2:27][CH2:26]4)[C:10]=3[C:11](=[O:22])[N:12]2[C:13]2[CH:18]=[C:17]([CH3:19])[C:16](=[O:20])[N:15]([CH3:21])[CH:14]=2)=[CH:4][CH:3]=1, predict the reactants needed to synthesize it. The reactants are: [Cl:1][C:2]1[CH:7]=[CH:6][C:5]([CH:8]2[N:12]([C:13]3[CH:18]=[C:17]([CH3:19])[C:16](=[O:20])[N:15]([CH3:21])[CH:14]=3)[C:11](=[O:22])[CH:10]([C:23]([CH:25]3[CH2:27][CH2:26]3)=O)[C:9]2=O)=[CH:4][CH:3]=1.[CH3:29][O:30][CH2:31][CH2:32][NH:33][NH2:34]. (2) The reactants are: [C:1]([N:8]1[CH2:16][CH2:15][CH:11]([C:12]([OH:14])=O)[CH2:10][CH2:9]1)([O:3][C:4]([CH3:7])([CH3:6])[CH3:5])=[O:2].N1(C(N2C=CN=C2)=O)C=CN=C1.[CH2:29]([O:31][C:32](=[O:37])[CH2:33]C([O-])=O)[CH3:30].[K+].[Cl-].[Cl-].[Mg+2]. Given the product [CH2:29]([O:31][C:32](=[O:37])[CH2:33][C:12]([CH:11]1[CH2:10][CH2:9][N:8]([C:1]([O:3][C:4]([CH3:5])([CH3:6])[CH3:7])=[O:2])[CH2:16][CH2:15]1)=[O:14])[CH3:30], predict the reactants needed to synthesize it. (3) The reactants are: C(OC([N:8]1[CH2:13][CH2:12][C:11]2[N:14](COCC[Si](C)(C)C)[C:15]([C:17]3[C:25]4[C:20](=[CH:21][C:22]([C:26]5[CH:31]=[C:30]([F:32])[C:29]([O:33][CH3:34])=[CH:28][C:27]=5[CH2:35][CH3:36])=[CH:23][CH:24]=4)[N:19](C4CCCCO4)[N:18]=3)=[N:16][C:10]=2[CH2:9]1)=O)(C)(C)C.[ClH:51]. Given the product [ClH:51].[ClH:51].[ClH:51].[CH2:35]([C:27]1[CH:28]=[C:29]([O:33][CH3:34])[C:30]([F:32])=[CH:31][C:26]=1[C:22]1[CH:21]=[C:20]2[C:25]([C:17]([C:15]3[NH:14][C:11]4[CH2:12][CH2:13][NH:8][CH2:9][C:10]=4[N:16]=3)=[N:18][NH:19]2)=[CH:24][CH:23]=1)[CH3:36], predict the reactants needed to synthesize it. (4) Given the product [Cl:1][C:2]1[CH:3]=[C:4]2[C:5]([CH:6]=[N:13][NH:14]2)=[CH:8][C:9]=1[F:10], predict the reactants needed to synthesize it. The reactants are: [Cl:1][C:2]1[C:9]([F:10])=[CH:8][C:5]([CH:6]=O)=[C:4](F)[CH:3]=1.O.[NH2:13][NH2:14]. (5) Given the product [CH3:24][O:23][C:13]1[C:11]2[N:12]=[C:8]([NH:7][C:5](=[O:6])[C:4]3[CH:25]=[CH:26][N:27]=[C:2]([NH:41][CH2:40][C:35]4[CH:36]=[CH:37][CH:38]=[CH:39][N:34]=4)[CH:3]=3)[S:9][C:10]=2[C:16]([N:17]2[CH2:22][CH2:21][O:20][CH2:19][CH2:18]2)=[CH:15][CH:14]=1, predict the reactants needed to synthesize it. The reactants are: Br[C:2]1[CH:3]=[C:4]([CH:25]=[CH:26][N:27]=1)[C:5]([NH:7][C:8]1[S:9][C:10]2[C:16]([N:17]3[CH2:22][CH2:21][O:20][CH2:19][CH2:18]3)=[CH:15][CH:14]=[C:13]([O:23][CH3:24])[C:11]=2[N:12]=1)=[O:6].C(=O)([O-])[O-].[Cs+].[Cs+].[N:34]1[CH:39]=[CH:38][CH:37]=[CH:36][C:35]=1[CH2:40][NH2:41]. (6) Given the product [Cl:21][C:5]1[C:4]2[C:9](=[CH:10][CH:11]=[C:2]([C:28]([OH:29])([C:27]3[N:23]([CH3:22])[CH:24]=[N:25][CH:26]=3)[C:30]3[CH:31]=[N:32][C:33]([C:36]([F:39])([F:37])[F:38])=[CH:34][CH:35]=3)[CH:3]=2)[N:8]=[C:7]([O:12][CH3:13])[C:6]=1[C:14]([OH:15])=[O:50], predict the reactants needed to synthesize it. The reactants are: Br[C:2]1[CH:3]=[C:4]2[C:9](=[CH:10][CH:11]=1)[N:8]=[C:7]([O:12][CH3:13])[C:6]([C:14](N1CCCC1)=[O:15])=[C:5]2[Cl:21].[CH3:22][N:23]1[C:27]([C:28]([C:30]2[CH:31]=[N:32][C:33]([C:36]([F:39])([F:38])[F:37])=[CH:34][CH:35]=2)=[O:29])=[CH:26][N:25]=[CH:24]1.[Li]CCCC.[NH4+].[Cl-].C1C[O:50]CC1.